This data is from Catalyst prediction with 721,799 reactions and 888 catalyst types from USPTO. The task is: Predict which catalyst facilitates the given reaction. (1) Reactant: [CH2:1]([C:4]1[C:8]([CH2:9][CH2:10][CH2:11][OH:12])=[CH:7][N:6]([C:13]2[CH:18]=[CH:17][C:16]([C:19]([F:22])([F:21])[F:20])=[CH:15][N:14]=2)[N:5]=1)[CH2:2][CH3:3].O[C:24]1[C:28]([CH2:29][CH2:30][CH3:31])=[CH:27][N:26](C(OC(C)(C)C)=O)[N:25]=1.C(P(CCCC)CCCC)CCC.N(C(N1CCCCC1)=O)=NC(N1CCCCC1)=O. Product: [CH2:29]([C:28]1[C:24]([O:12][CH2:11][CH2:10][CH2:9][C:8]2[C:4]([CH2:1][CH2:2][CH3:3])=[N:5][N:6]([C:13]3[CH:18]=[CH:17][C:16]([C:19]([F:21])([F:20])[F:22])=[CH:15][N:14]=3)[CH:7]=2)=[N:25][NH:26][CH:27]=1)[CH2:30][CH3:31]. The catalyst class is: 7. (2) Product: [Cl:10][C:11]1[CH:16]=[C:15]([N+:17]([O-:19])=[O:18])[CH:14]=[CH:13][C:12]=1[O:3][C:4]1[CH:9]=[CH:8][CH:7]=[CH:6][N:5]=1. The catalyst class is: 6. Reactant: [H-].[Na+].[OH:3][C:4]1[CH:9]=[CH:8][CH:7]=[CH:6][N:5]=1.[Cl:10][C:11]1[CH:16]=[C:15]([N+:17]([O-:19])=[O:18])[CH:14]=[CH:13][C:12]=1F. (3) Reactant: [Cl:1][C:2]1[CH:32]=[CH:31][C:5]2[S:6][C:7]([S:10]([NH:13][C:14]3[CH:15]=[C:16]([CH:20]4[CH2:23][N:22](C(OC(C)(C)C)=O)[CH2:21]4)[CH:17]=[CH:18][CH:19]=3)(=[O:12])=[O:11])=[C:8]([CH3:9])[C:4]=2[CH:3]=1. Product: [NH:22]1[CH2:23][CH:20]([C:16]2[CH:15]=[C:14]([NH:13][S:10]([C:7]3[S:6][C:5]4[CH:31]=[CH:32][C:2]([Cl:1])=[CH:3][C:4]=4[C:8]=3[CH3:9])(=[O:12])=[O:11])[CH:19]=[CH:18][CH:17]=2)[CH2:21]1. The catalyst class is: 106. (4) Reactant: [Li]CCCC.C(NC(C)C)(C)C.[CH:13]1([C:17]#[N:18])[CH2:16][CH2:15][CH2:14]1.Br[CH2:20][C:21]1[CH:26]=[CH:25][CH:24]=[CH:23][C:22]=1[CH3:27]. Product: [CH3:20][C:21]1[CH:26]=[CH:25][CH:24]=[CH:23][C:22]=1[CH2:27][C:13]1([C:17]#[N:18])[CH2:16][CH2:15][CH2:14]1. The catalyst class is: 1. (5) Reactant: [H-].[Na+].[F:3][C:4]([F:13])([F:12])[C:5]1[CH:6]=[CH:7][C:8](=[O:11])[NH:9][CH:10]=1.Br[CH2:15][C:16]1[CH:21]=[CH:20][C:19]([CH:22]([CH:30]2[CH2:34][CH2:33][CH2:32][CH2:31]2)[C:23]([O:25][C:26]([CH3:29])([CH3:28])[CH3:27])=[O:24])=[CH:18][CH:17]=1.O. Product: [CH:30]1([CH:22]([C:19]2[CH:20]=[CH:21][C:16]([CH2:15][N:9]3[CH:10]=[C:5]([C:4]([F:3])([F:12])[F:13])[CH:6]=[CH:7][C:8]3=[O:11])=[CH:17][CH:18]=2)[C:23]([O:25][C:26]([CH3:27])([CH3:29])[CH3:28])=[O:24])[CH2:34][CH2:33][CH2:32][CH2:31]1. The catalyst class is: 39.